This data is from NCI-60 drug combinations with 297,098 pairs across 59 cell lines. The task is: Regression. Given two drug SMILES strings and cell line genomic features, predict the synergy score measuring deviation from expected non-interaction effect. (1) Drug 1: CN(C)N=NC1=C(NC=N1)C(=O)N. Drug 2: C1=CN(C=N1)CC(O)(P(=O)(O)O)P(=O)(O)O. Cell line: KM12. Synergy scores: CSS=23.9, Synergy_ZIP=3.96, Synergy_Bliss=4.76, Synergy_Loewe=13.1, Synergy_HSA=12.4. (2) Drug 1: CS(=O)(=O)C1=CC(=C(C=C1)C(=O)NC2=CC(=C(C=C2)Cl)C3=CC=CC=N3)Cl. Drug 2: C1CCN(CC1)CCOC2=CC=C(C=C2)C(=O)C3=C(SC4=C3C=CC(=C4)O)C5=CC=C(C=C5)O. Cell line: NCI-H460. Synergy scores: CSS=6.19, Synergy_ZIP=1.39, Synergy_Bliss=8.11, Synergy_Loewe=5.44, Synergy_HSA=5.91. (3) Drug 1: CC(CN1CC(=O)NC(=O)C1)N2CC(=O)NC(=O)C2. Drug 2: C1=CC=C(C(=C1)C(C2=CC=C(C=C2)Cl)C(Cl)Cl)Cl. Cell line: RPMI-8226. Synergy scores: CSS=30.4, Synergy_ZIP=6.73, Synergy_Bliss=8.72, Synergy_Loewe=-6.10, Synergy_HSA=7.63. (4) Drug 1: CC1=C(C(CCC1)(C)C)C=CC(=CC=CC(=CC(=O)O)C)C. Drug 2: C1=CC=C(C(=C1)C(C2=CC=C(C=C2)Cl)C(Cl)Cl)Cl. Cell line: NCI/ADR-RES. Synergy scores: CSS=0.789, Synergy_ZIP=-2.17, Synergy_Bliss=-3.90, Synergy_Loewe=-5.20, Synergy_HSA=-4.18. (5) Drug 1: C1=CC=C(C(=C1)C(C2=CC=C(C=C2)Cl)C(Cl)Cl)Cl. Drug 2: C1CNP(=O)(OC1)N(CCCl)CCCl. Cell line: HL-60(TB). Synergy scores: CSS=-30.1, Synergy_ZIP=11.8, Synergy_Bliss=1.75, Synergy_Loewe=-27.5, Synergy_HSA=-27.5. (6) Drug 1: C1CN(CCN1C(=O)CCBr)C(=O)CCBr. Drug 2: CS(=O)(=O)OCCCCOS(=O)(=O)C. Synergy scores: CSS=9.25, Synergy_ZIP=-3.15, Synergy_Bliss=-2.35, Synergy_Loewe=-9.34, Synergy_HSA=-1.75. Cell line: UO-31. (7) Cell line: SNB-75. Synergy scores: CSS=14.9, Synergy_ZIP=-6.13, Synergy_Bliss=1.65, Synergy_Loewe=1.68, Synergy_HSA=2.31. Drug 1: C1=C(C(=O)NC(=O)N1)N(CCCl)CCCl. Drug 2: COCCOC1=C(C=C2C(=C1)C(=NC=N2)NC3=CC=CC(=C3)C#C)OCCOC.Cl. (8) Drug 1: C1CCC(C1)C(CC#N)N2C=C(C=N2)C3=C4C=CNC4=NC=N3. Drug 2: C1CC(=O)NC(=O)C1N2CC3=C(C2=O)C=CC=C3N. Cell line: MOLT-4. Synergy scores: CSS=-4.51, Synergy_ZIP=5.16, Synergy_Bliss=-1.35, Synergy_Loewe=-8.36, Synergy_HSA=-5.21.